From a dataset of Full USPTO retrosynthesis dataset with 1.9M reactions from patents (1976-2016). Predict the reactants needed to synthesize the given product. (1) Given the product [C:6]([CH2:7][CH2:8][CH2:9][CH2:10][CH2:11][CH2:12][N:13]1[C:22]2[C:17]([C:18](=[O:24])[NH:19][C:20](=[O:23])[N:21]=2)=[N:16][C:15]2[CH:25]=[C:26]([CH3:53])[C:27]([N:29]3[CH2:30][CH2:31][N:32]([C:35]4[CH:44]=[C:43]5[C:38]([C:39](=[O:51])[C:40]([C:48]([OH:50])=[O:49])=[CH:41][N:42]5[CH:45]5[CH2:46][CH2:47]5)=[CH:37][C:36]=4[F:52])[CH2:33][CH2:34]3)=[CH:28][C:14]1=2)([OH:54])=[O:5], predict the reactants needed to synthesize it. The reactants are: C([O:5][C:6](=[O:54])[CH2:7][CH2:8][CH2:9][CH2:10][CH2:11][CH2:12][N:13]1[C:22]2[C:17]([C:18](=[O:24])[NH:19][C:20](=[O:23])[N:21]=2)=[N:16][C:15]2[CH:25]=[C:26]([CH3:53])[C:27]([N:29]3[CH2:34][CH2:33][N:32]([C:35]4[CH:44]=[C:43]5[C:38]([C:39](=[O:51])[C:40]([C:48]([OH:50])=[O:49])=[CH:41][N:42]5[CH:45]5[CH2:47][CH2:46]5)=[CH:37][C:36]=4[F:52])[CH2:31][CH2:30]3)=[CH:28][C:14]1=2)(C)(C)C. (2) Given the product [CH3:1][O:2][C:3]1[CH:11]=[CH:10][CH:9]=[CH:8][C:4]=1[C:5]([NH:12][C:13]1[CH:14]=[CH:15][C:16]([C:19](=[O:26])[CH2:20][CH2:21][C:22]([OH:24])=[O:23])=[CH:17][CH:18]=1)=[O:6], predict the reactants needed to synthesize it. The reactants are: [CH3:1][O:2][C:3]1[CH:11]=[CH:10][CH:9]=[CH:8][C:4]=1[C:5](Cl)=[O:6].[NH2:12][C:13]1[CH:18]=[CH:17][C:16]([C:19](=[O:26])[CH2:20][CH2:21][C:22]([O:24]C)=[O:23])=[CH:15][CH:14]=1.